From a dataset of Forward reaction prediction with 1.9M reactions from USPTO patents (1976-2016). Predict the product of the given reaction. (1) The product is: [C@H:33]1([NH:32][C:117]([C@@H:112]([NH:111][C:110]([N:87]2[CH2:88][C@H:89]([O:91][C:92]3[C:101]4[C:96](=[CH:97][C:98]([O:102][CH3:103])=[CH:99][CH:100]=4)[N:95]=[C:94]([C:104]4[CH:105]=[CH:106][CH:107]=[CH:108][CH:109]=4)[CH:93]=3)[CH2:90][C@H:86]2[C:84]([NH:83][C@:78]2([C:76]([OH:77])=[O:75])[CH2:80][C@H:79]2[CH:81]=[CH2:82])=[O:85])=[O:130])[CH:113]([CH3:115])[CH3:114])=[O:129])[C:41]2[C:36](=[CH:37][CH:38]=[CH:39][CH:40]=2)[CH2:35][CH2:34]1. Given the reactants C(OC(N[C@@H](C(C)C)C(O)=O)=O)(C)(C)C.C(OC(NC(C(C)(C)C)C(O)=O)=O)(C)(C)C.[NH2:32][C@H:33]1[C:41]2[C:36](=[CH:37][CH:38]=[CH:39][CH:40]=2)[CH2:35][CH2:34]1.C(OC(=O)NC(C(=O)NC1C2C(=CC=CC=2)CC1O)C(C)(C)C)(C)(C)C.ClNC(=O)[O-].C([O:75][C:76]([C:78]1([NH:83][C:84]([CH:86]2[CH2:90][CH:89]([O:91][C:92]3[C:101]4[C:96](=[CH:97][C:98]([O:102][CH3:103])=[CH:99][CH:100]=4)[N:95]=[C:94]([C:104]4[CH:109]=[CH:108][CH:107]=[CH:106][CH:105]=4)[CH:93]=3)[CH2:88][N:87]2[C:110](=[O:130])[NH:111][CH:112]([C:117](=[O:129])NC2C3C(=CC=CC=3)CC2O)[C:113](C)([CH3:115])[CH3:114])=[O:85])[CH2:80][CH:79]1[CH:81]=[CH2:82])=[O:77])C, predict the reaction product. (2) Given the reactants [CH3:1][N:2]([CH2:25][CH2:26][CH2:27][CH2:28][CH2:29][CH2:30][CH2:31][CH2:32][CH:33]=O)[C@H:3]1[C@H:7]2[CH2:8][CH2:9][C@@H:4]1[C@H:5]([O:10][C:11](=[O:24])[C:12]([OH:23])([C:18]1[S:19][CH:20]=[CH:21][CH:22]=1)[C:13]1[S:14][CH:15]=[CH:16][CH:17]=1)[CH2:6]2.[NH2:35][CH2:36][C@@H:37]([C:46]1[CH:55]=[CH:54][C:53]([OH:56])=[C:52]2[C:47]=1[CH:48]=[CH:49][C:50](=[O:57])[NH:51]2)[O:38][Si:39]([C:42]([CH3:45])([CH3:44])[CH3:43])([CH3:41])[CH3:40].C(O[BH-](OC(=O)C)OC(=O)C)(=O)C.[Na+], predict the reaction product. The product is: [C:42]([Si:39]([CH3:41])([CH3:40])[O:38][C@H:37]([C:46]1[CH:55]=[CH:54][C:53]([OH:56])=[C:52]2[C:47]=1[CH:48]=[CH:49][C:50](=[O:57])[NH:51]2)[CH2:36][NH:35][CH2:33][CH2:32][CH2:31][CH2:30][CH2:29][CH2:28][CH2:27][CH2:26][CH2:25][N:2]([CH3:1])[C@H:3]1[C@H:7]2[CH2:8][CH2:9][C@@H:4]1[C@H:5]([O:10][C:11](=[O:24])[C:12]([OH:23])([C:18]1[S:19][CH:20]=[CH:21][CH:22]=1)[C:13]1[S:14][CH:15]=[CH:16][CH:17]=1)[CH2:6]2)([CH3:45])([CH3:44])[CH3:43].